This data is from Forward reaction prediction with 1.9M reactions from USPTO patents (1976-2016). The task is: Predict the product of the given reaction. (1) Given the reactants [F:1][C:2]([F:39])([F:38])[C:3]1[CH:4]=[C:5]([CH:31]=[C:32]([C:34]([F:37])([F:36])[F:35])[CH:33]=1)[CH2:6][N:7]([C:26]1[NH:30][N:29]=[N:28][N:27]=1)[CH:8]1[CH2:14][CH2:13][CH2:12][N:11]([C:15]([O:17][CH:18]([CH3:20])[CH3:19])=[O:16])[C:10]2[CH:21]=[C:22](Cl)[CH:23]=[CH:24][C:9]1=2.F[C:41](F)(F)[C:42]1C=C(C=C(C(F)(F)F)[CH:69]=1)CNC1C2C=CC3CCCC=3C=2N(C(OC(C)C)=O)CCC1, predict the reaction product. The product is: [CH:18]([O:17][C:15]([N:11]1[C:10]2[C:21]3[CH2:41][CH2:42][CH2:69][C:22]=3[CH:23]=[CH:24][C:9]=2[CH:8]([N:7]([CH2:6][C:5]2[CH:4]=[C:3]([C:2]([F:39])([F:38])[F:1])[CH:33]=[C:32]([C:34]([F:36])([F:37])[F:35])[CH:31]=2)[C:26]2[NH:30][N:29]=[N:28][N:27]=2)[CH2:14][CH2:13][CH2:12]1)=[O:16])([CH3:20])[CH3:19]. (2) Given the reactants C([O:3][C:4](=[O:27])[C:5]1[CH:10]=[CH:9][C:8]([CH:11]=[CH:12][C:13]2[CH:18]=[CH:17][C:16]([O:19][CH2:20][O:21][CH3:22])=[C:15]([O:23][CH2:24][O:25][CH3:26])[CH:14]=2)=[CH:7][CH:6]=1)C.[OH-].[Na+], predict the reaction product. The product is: [CH3:26][O:25][CH2:24][O:23][C:15]1[CH:14]=[C:13]([CH:12]=[CH:11][C:8]2[CH:7]=[CH:6][C:5]([C:4]([OH:27])=[O:3])=[CH:10][CH:9]=2)[CH:18]=[CH:17][C:16]=1[O:19][CH2:20][O:21][CH3:22]. (3) Given the reactants [CH2:1]([O:3][C:4](=[O:19])[CH:5]([CH2:10][C:11](=O)[C:12]1[CH:17]=[CH:16][CH:15]=[CH:14][N:13]=1)[C:6](=[O:9])[CH2:7][CH3:8])[CH3:2].[OH-].[Na+].CCOCC, predict the reaction product. The product is: [CH2:1]([O:3][C:4]([CH:5]1[CH2:10][C:11]([C:12]2[CH:17]=[CH:16][CH:15]=[CH:14][N:13]=2)=[C:7]([CH3:8])[C:6]1=[O:9])=[O:19])[CH3:2]. (4) Given the reactants Cl.C(OC([NH:9][C:10]1[CH2:11][C:12]([C:34](O)=[O:35])=[CH:13][C:14]2[CH:20]=[CH:19][C:18]([C:21]3[CH:26]=[CH:25][C:24]([C:27]([N:29]4[CH2:33][CH2:32][CH2:31][CH2:30]4)=[O:28])=[CH:23][CH:22]=3)=[CH:17][C:15]=2[N:16]=1)=O)(C)(C)C.[Si]([O:44][C@H:45]1[C@H:49]([O:50][Si](C(C)(C)C)(C)C)[CH2:48][NH:47][CH2:46]1)(C(C)(C)C)(C)C, predict the reaction product. The product is: [NH2:9][C:10]1[CH2:11][C:12]([C:34]([N:47]2[CH2:48][C@@H:49]([OH:50])[C@H:45]([OH:44])[CH2:46]2)=[O:35])=[CH:13][C:14]2[CH:20]=[CH:19][C:18]([C:21]3[CH:22]=[CH:23][C:24]([C:27]([N:29]4[CH2:30][CH2:31][CH2:32][CH2:33]4)=[O:28])=[CH:25][CH:26]=3)=[CH:17][C:15]=2[N:16]=1. (5) Given the reactants [Cl:1][C:2]1[N:7]=[C:6](Cl)[C:5]([Cl:9])=[CH:4][N:3]=1.[N+:10]([C:13]1[CH:14]=[C:15]([OH:19])[CH:16]=[CH:17][CH:18]=1)([O-:12])=[O:11].C([O-])([O-])=O.[K+].[K+].O, predict the reaction product. The product is: [Cl:1][C:2]1[N:7]=[C:6]([O:19][C:15]2[CH:16]=[CH:17][CH:18]=[C:13]([N+:10]([O-:12])=[O:11])[CH:14]=2)[C:5]([Cl:9])=[CH:4][N:3]=1. (6) Given the reactants [C:1]1([C:7]2[NH:11][N:10]=NN=2)[CH:6]=[CH:5][CH:4]=[CH:3][CH:2]=1.[C:12](Cl)(=[O:17])[C:13]([CH3:16])([CH3:15])[CH3:14], predict the reaction product. The product is: [C:13]([C:12]1[O:17][C:7]([C:1]2[CH:2]=[CH:3][CH:4]=[CH:5][CH:6]=2)=[N:11][N:10]=1)([CH3:16])([CH3:15])[CH3:14]. (7) The product is: [Br:24][C:12]1[N:11]=[C:10]([S:13][CH3:14])[N:9]([C:15]2[C:20]([F:21])=[CH:19][C:18]([F:22])=[CH:17][C:16]=2[F:23])[C:8]=1[N:5]1[CH2:6][CH2:7][CH:2]([CH3:1])[CH2:3][CH2:4]1. Given the reactants [CH3:1][CH:2]1[CH2:7][CH2:6][N:5]([C:8]2[N:9]([C:15]3[C:20]([F:21])=[CH:19][C:18]([F:22])=[CH:17][C:16]=3[F:23])[C:10]([S:13][CH3:14])=[N:11][CH:12]=2)[CH2:4][CH2:3]1.[Br:24]N1C(=O)CCC1=O, predict the reaction product.